Dataset: Reaction yield outcomes from USPTO patents with 853,638 reactions. Task: Predict the reaction yield, written as a fraction of the theoretical maximum amount of product (1.0 means a 100% yield; for example, 0.34 means a 34% yield). The reactants are [CH3:1][C:2]1([CH3:36])[CH2:7][NH:6][CH2:5][CH2:4][N:3]1[CH2:8][C:9]1[N:10]([CH3:35])[C:11]2[C:16]([N:17]=1)=[C:15]([N:18]1[CH2:23][CH2:22][O:21][CH2:20][CH2:19]1)[N:14]=[C:13]([N:24]1[C:28]3[CH:29]=[CH:30][CH:31]=[CH:32][C:27]=3[N:26]=[C:25]1[CH2:33][CH3:34])[N:12]=2.[C:37](O)(=[O:41])[C@H:38]([CH3:40])[OH:39].CN(C(ON1N=NC2C=CC=NC1=2)=[N+](C)C)C.F[P-](F)(F)(F)(F)F.CCN(C(C)C)C(C)C. The catalyst is C(Cl)Cl. The product is [CH2:33]([C:25]1[N:24]([C:13]2[N:12]=[C:11]3[C:16]([N:17]=[C:9]([CH2:8][N:3]4[CH2:4][CH2:5][N:6]([C:37](=[O:41])[C@@H:38]([OH:39])[CH3:40])[CH2:7][C:2]4([CH3:1])[CH3:36])[N:10]3[CH3:35])=[C:15]([N:18]3[CH2:23][CH2:22][O:21][CH2:20][CH2:19]3)[N:14]=2)[C:28]2[CH:29]=[CH:30][CH:31]=[CH:32][C:27]=2[N:26]=1)[CH3:34]. The yield is 0.290.